This data is from Catalyst prediction with 721,799 reactions and 888 catalyst types from USPTO. The task is: Predict which catalyst facilitates the given reaction. (1) Reactant: Cl[C:2]1[CH:7]=[C:6]([C:8]2[N:9]=[C:10]3[C:16]([C:17](=[O:22])[C:18]([CH3:21])([CH3:20])[CH3:19])=[CH:15][NH:14][C:11]3=[N:12][CH:13]=2)[CH:5]=[CH:4][N:3]=1.[NH:23]1[CH2:27][CH2:26][CH2:25][CH2:24]1. The catalyst class is: 60. Product: [CH3:19][C:18]([CH3:21])([CH3:20])[C:17]([C:16]1[C:10]2[C:11](=[N:12][CH:13]=[C:8]([C:6]3[CH:5]=[CH:4][N:3]=[C:2]([N:23]4[CH2:27][CH2:26][CH2:25][CH2:24]4)[CH:7]=3)[N:9]=2)[NH:14][CH:15]=1)=[O:22]. (2) Reactant: [Cl:1][C:2]1[CH:7]=[CH:6][C:5]([CH:8]([C:21]2[CH:26]=[CH:25][CH:24]=[CH:23][CH:22]=2)[N:9]2[CH2:14][CH2:13][N:12]([CH2:15][C:16]([O:18]CC)=O)[CH2:11][CH2:10]2)=[CH:4][CH:3]=1.[NH2:27][NH2:28]. Product: [Cl:1][C:2]1[CH:3]=[CH:4][C:5]([CH:8]([C:21]2[CH:22]=[CH:23][CH:24]=[CH:25][CH:26]=2)[N:9]2[CH2:10][CH2:11][N:12]([CH2:15][C:16]([NH:27][NH2:28])=[O:18])[CH2:13][CH2:14]2)=[CH:6][CH:7]=1. The catalyst class is: 8. (3) Reactant: [C:1]([O:5][C:6]([NH:8][C:9]1[CH:17]=[CH:16][C:12]([C:13]([OH:15])=O)=[CH:11][CH:10]=1)=[O:7])([CH3:4])([CH3:3])[CH3:2].C(N(CC)C(C)C)(C)C.Cl.[NH2:28][C@H:29]1[C:32]([CH3:34])([CH3:33])[C@H:31]([O:35][C:36]2[CH:43]=[CH:42][C:39]([C:40]#[N:41])=[C:38]([Cl:44])[CH:37]=2)[C:30]1([CH3:46])[CH3:45].CN(C(ON1N=NC2C=CC=NC1=2)=[N+](C)C)C.F[P-](F)(F)(F)(F)F. Product: [C:1]([O:5][C:6](=[O:7])[NH:8][C:9]1[CH:10]=[CH:11][C:12]([C:13](=[O:15])[NH:28][C@H:29]2[C:30]([CH3:46])([CH3:45])[C@H:31]([O:35][C:36]3[CH:43]=[CH:42][C:39]([C:40]#[N:41])=[C:38]([Cl:44])[CH:37]=3)[C:32]2([CH3:34])[CH3:33])=[CH:16][CH:17]=1)([CH3:2])([CH3:3])[CH3:4]. The catalyst class is: 2. (4) Reactant: CN(C)CCN(C)C.[Li]C(CC)C.C1CCCCC1.C(N(CC)[C:23](=[O:32])[C:24]1[CH:29]=[CH:28][C:27]([CH2:30][OH:31])=[CH:26][CH:25]=1)C.[CH:35](=[O:42])[C:36]1[CH:41]=[CH:40][CH:39]=[CH:38][CH:37]=1.Cl. Product: [OH:31][CH2:30][C:27]1[CH:28]=[C:29]2[C:24](=[CH:25][CH:26]=1)[C:23](=[O:32])[O:42][CH:35]2[C:36]1[CH:41]=[CH:40][CH:39]=[CH:38][CH:37]=1. The catalyst class is: 1. (5) The catalyst class is: 13. Product: [ClH:57].[ClH:57].[CH:43]1([C@H:13]([NH:12][C:10](=[O:11])[C@H:9]([CH3:49])[NH:7][CH3:6])[C:14]([N:16]2[C@H:21]([C:22]([NH:23][C@H:24]3[C:33]4[C:28](=[CH:29][CH:30]=[CH:31][CH:32]=4)[O:27][CH2:26][CH2:25]3)=[O:34])[CH2:20][N:19]3[CH2:35][C@@:36]([OH:42])([C:38]([F:40])([F:41])[F:39])[CH2:37][C@@H:18]3[CH2:17]2)=[O:15])[CH2:48][CH2:47][CH2:46][CH2:45][CH2:44]1. Reactant: C(O[C:6](=O)[N:7]([C@@H:9]([CH3:49])[C:10]([NH:12][C@@H:13]([CH:43]1[CH2:48][CH2:47][CH2:46][CH2:45][CH2:44]1)[C:14]([N:16]1[C@H:21]([C:22](=[O:34])[NH:23][C@H:24]2[C:33]3[C:28](=[CH:29][CH:30]=[CH:31][CH:32]=3)[O:27][CH2:26][CH2:25]2)[CH2:20][N:19]2[CH2:35][C@@:36]([OH:42])([C:38]([F:41])([F:40])[F:39])[CH2:37][C@@H:18]2[CH2:17]1)=[O:15])=[O:11])C)(C)(C)C.C(OCC)(=O)C.[ClH:57].